From a dataset of Forward reaction prediction with 1.9M reactions from USPTO patents (1976-2016). Predict the product of the given reaction. (1) Given the reactants C([NH:5][S:6]([C:9]1[S:10][C:11]([C:14]2[CH:19]=[C:18]([C:20]3[N:25]=[C:24]([C:26]4[CH:31]=[CH:30][C:29]([Cl:32])=[CH:28][CH:27]=4)[CH:23]=[C:22]([C:33]([F:36])([F:35])[F:34])[N:21]=3)[CH:17]=[CH:16][N:15]=2)=[CH:12][CH:13]=1)(=[O:8])=[O:7])(C)(C)C.C(O)(C(F)(F)F)=O, predict the reaction product. The product is: [Cl:32][C:29]1[CH:28]=[CH:27][C:26]([C:24]2[CH:23]=[C:22]([C:33]([F:34])([F:35])[F:36])[N:21]=[C:20]([C:18]3[CH:17]=[CH:16][N:15]=[C:14]([C:11]4[S:10][C:9]([S:6]([NH2:5])(=[O:7])=[O:8])=[CH:13][CH:12]=4)[CH:19]=3)[N:25]=2)=[CH:31][CH:30]=1. (2) Given the reactants [Cl:1][C:2]1[CH:3]=[C:4]([CH:6]=[CH:7][C:8]=1[F:9])[NH2:5].Br.Br[CH:12]([C:14]1[CH:15]=[C:16]([C:31]([N:33]([CH3:35])[CH3:34])=[O:32])[CH:17]=[C:18]2[C:23]=1[O:22][C:21]([N:24]1[CH2:29][CH2:28][O:27][CH2:26][CH2:25]1)=[CH:20][C:19]2=[O:30])[CH3:13], predict the reaction product. The product is: [Cl:1][C:2]1[CH:3]=[C:4]([NH:5][CH:12]([C:14]2[CH:15]=[C:16]([C:31]([N:33]([CH3:35])[CH3:34])=[O:32])[CH:17]=[C:18]3[C:23]=2[O:22][C:21]([N:24]2[CH2:29][CH2:28][O:27][CH2:26][CH2:25]2)=[CH:20][C:19]3=[O:30])[CH3:13])[CH:6]=[CH:7][C:8]=1[F:9].